Task: Predict the reactants needed to synthesize the given product.. Dataset: Full USPTO retrosynthesis dataset with 1.9M reactions from patents (1976-2016) Given the product [CH2:23]([O:25][C:26](=[O:39])[CH2:27][O:28][C:29]1[C:30]([N+:36]([O-:38])=[O:37])=[N:31][C:32]([N:17]2[CH2:16][C@@H:15]([CH2:14][CH2:13][O:12][Si:11]([C:7]([CH3:8])([CH3:10])[CH3:9])([CH3:22])[CH3:21])[O:19][C:18]2=[O:20])=[CH:33][CH:34]=1)[CH3:24], predict the reactants needed to synthesize it. The reactants are: C([O-])([O-])=O.[K+].[K+].[C:7]([Si:11]([CH3:22])([CH3:21])[O:12][CH2:13][CH2:14][C@H:15]1[O:19][C:18](=[O:20])[NH:17][CH2:16]1)([CH3:10])([CH3:9])[CH3:8].[CH2:23]([O:25][C:26](=[O:39])[CH2:27][O:28][C:29]1[C:30]([N+:36]([O-:38])=[O:37])=[N:31][C:32](Br)=[CH:33][CH:34]=1)[CH3:24].CN(C)CCN.